From a dataset of Reaction yield outcomes from USPTO patents with 853,638 reactions. Predict the reaction yield, written as a fraction of the theoretical maximum amount of product (1.0 means a 100% yield; for example, 0.34 means a 34% yield). The reactants are [CH3:1][O:2][C:3]1[CH:10]=[C:9]([C:11]2[C:19]3[C:14](=[N:15][CH:16]=[CH:17][CH:18]=3)[NH:13][CH:12]=2)[CH:8]=[CH:7][C:4]=1[C:5]#[N:6].C(=O)([O-])[O-:21].[K+].[K+].OO. The catalyst is CS(C)=O.O. The product is [CH3:1][O:2][C:3]1[CH:10]=[C:9]([C:11]2[C:19]3[C:14](=[N:15][CH:16]=[CH:17][CH:18]=3)[NH:13][CH:12]=2)[CH:8]=[CH:7][C:4]=1[C:5]([NH2:6])=[O:21]. The yield is 0.930.